Dataset: Forward reaction prediction with 1.9M reactions from USPTO patents (1976-2016). Task: Predict the product of the given reaction. (1) Given the reactants [Br:1][C:2]1[CH:3]=[CH:4][C:5]2[N:6](C(C#N)=[CH:9][N:10]=2)[CH:7]=1.[OH-:13].[Na+].[CH3:15][CH2:16][OH:17], predict the reaction product. The product is: [Br:1][C:2]1[CH:3]=[CH:4][C:5]2[N:6]([C:15]([C:16]([OH:13])=[O:17])=[CH:9][N:10]=2)[CH:7]=1. (2) Given the reactants [F:1][C:2]1[CH:7]=[CH:6][C:5]([C:8]2[C:12]([CH2:13][NH2:14])=[C:11]([CH3:15])[O:10][N:9]=2)=[CH:4][CH:3]=1.Cl[C:17]1[CH:26]=[CH:25][C:20]([C:21]([O:23][CH3:24])=[O:22])=[CH:19][N:18]=1.C(N(CC)C(C)C)(C)C, predict the reaction product. The product is: [CH3:24][O:23][C:21](=[O:22])[C:20]1[CH:25]=[CH:26][C:17]([NH:14][CH2:13][C:12]2[C:8]([C:5]3[CH:4]=[CH:3][C:2]([F:1])=[CH:7][CH:6]=3)=[N:9][O:10][C:11]=2[CH3:15])=[N:18][CH:19]=1. (3) The product is: [I:27][C:28]1[N:32]2[CH:33]=[CH:34][CH:35]=[CH:36][C:31]2=[N:30][C:29]=1[CH2:37][C@@H:38]1[CH2:43][CH2:42][CH2:41][CH2:40][N:39]1[C:7]([C:5]1[N:6]=[C:2]([CH3:1])[S:3][C:4]=1[C:10]1[CH:15]=[CH:14][CH:13]=[CH:12][CH:11]=1)=[O:9]. Given the reactants [CH3:1][C:2]1[S:3][C:4]([C:10]2[CH:15]=[CH:14][CH:13]=[CH:12][CH:11]=2)=[C:5]([C:7]([OH:9])=O)[N:6]=1.C(Cl)(=O)C(Cl)=O.CN(C=O)C.[I:27][C:28]1[N:32]2[CH:33]=[CH:34][CH:35]=[CH:36][C:31]2=[N:30][C:29]=1[CH2:37][C@@H:38]1[CH2:43][CH2:42][CH2:41][CH2:40][NH:39]1, predict the reaction product. (4) Given the reactants [C:1]1([CH2:7][CH2:8][CH2:9][CH2:10][CH2:11][CH2:12][OH:13])[CH:6]=[CH:5][CH:4]=[CH:3][CH:2]=1.N1C=CN=C1.[Si:19](Cl)([C:22]([CH3:25])([CH3:24])[CH3:23])([CH3:21])[CH3:20].C(=O)(O)[O-].[Na+], predict the reaction product. The product is: [C:22]([Si:19]([CH3:21])([CH3:20])[O:13][CH2:12][CH2:11][CH2:10][CH2:9][CH2:8][CH2:7][C:1]1[CH:6]=[CH:5][CH:4]=[CH:3][CH:2]=1)([CH3:25])([CH3:24])[CH3:23].